The task is: Predict the reaction yield, written as a fraction of the theoretical maximum amount of product (1.0 means a 100% yield; for example, 0.34 means a 34% yield).. This data is from Reaction yield outcomes from USPTO patents with 853,638 reactions. (1) The reactants are F[C:2]1[CH:7]=[CH:6][CH:5]=[CH:4][C:3]=1[S:8]([CH2:11][CH:12]1[CH2:17][CH2:16][O:15][CH2:14][CH2:13]1)(=[O:10])=[O:9].Cl.C([S:22][CH2:23][C:24]1[CH:29]=[CH:28][CH:27]=[CH:26][CH:25]=1)(=N)N.[OH-].[Na+].C(OCC)(=O)C. The catalyst is CS(C)=O. The product is [CH2:23]([S:22][C:2]1[CH:7]=[CH:6][CH:5]=[CH:4][C:3]=1[S:8]([CH2:11][CH:12]1[CH2:17][CH2:16][O:15][CH2:14][CH2:13]1)(=[O:10])=[O:9])[C:24]1[CH:29]=[CH:28][CH:27]=[CH:26][CH:25]=1. The yield is 0.870. (2) The reactants are [Br:1][C:2]1[CH:3]=[C:4]([CH2:8][CH2:9][C:10](=O)[CH2:11][C:12]([O:14]CC)=O)[CH:5]=[CH:6][CH:7]=1.C(=O)(O)O.[NH2:22][C:23]([NH2:25])=[NH:24]. The catalyst is C(O)C. The product is [NH2:24][C:23]1[NH:25][C:12](=[O:14])[CH:11]=[C:10]([CH2:9][CH2:8][C:4]2[CH:5]=[CH:6][CH:7]=[C:2]([Br:1])[CH:3]=2)[N:22]=1. The yield is 0.710. (3) The reactants are [NH2:1][S:2]([C:5]1[CH:13]=[CH:12][C:8]([C:9]([OH:11])=O)=[CH:7][CH:6]=1)(=[O:4])=[O:3].Cl.[O:15]1[CH:19]=[C:18]([NH2:20])[CH:17]=[N:16]1. The catalyst is C(#N)C. The product is [NH2:1][S:2]([C:5]1[CH:6]=[CH:7][C:8]([C:9]([NH:20][C:18]2[CH:17]=[N:16][O:15][CH:19]=2)=[O:11])=[CH:12][CH:13]=1)(=[O:3])=[O:4]. The yield is 0.550. (4) The reactants are [C:1]([CH2:4][C:5]1[CH:13]=[CH:12][CH:11]=[CH:10][C:6]=1[C:7](O)=[O:8])(O)=[O:2].[NH4+:14].[OH-]. No catalyst specified. The product is [C:7]1(=[O:8])[C:6]2[C:5](=[CH:13][CH:12]=[CH:11][CH:10]=2)[CH2:4][C:1](=[O:2])[NH:14]1. The yield is 0.740. (5) The reactants are [H-].[Na+].[NH:3]1[CH2:7][CH2:6][N:5]2[N:8]=[CH:9][CH:10]=[C:4]12.Br[CH2:12][CH2:13][CH2:14][NH:15][C:16](=[O:22])[O:17][C:18]([CH3:21])([CH3:20])[CH3:19].O. The catalyst is CN(C=O)C. The yield is 0.310. The product is [N:3]1([CH2:12][CH2:13][CH2:14][NH:15][C:16](=[O:22])[O:17][C:18]([CH3:21])([CH3:20])[CH3:19])[CH2:7][CH2:6][N:5]2[N:8]=[CH:9][CH:10]=[C:4]12. (6) The reactants are [F:1][C:2]1([C:6]([C:8]2[CH:13]=[CH:12][CH:11]=[CH:10][CH:9]=2)=[O:7])[CH2:5][CH2:4][CH2:3]1.[BH4-].[Na+].O. The catalyst is CO. The product is [F:1][C:2]1([CH:6]([C:8]2[CH:13]=[CH:12][CH:11]=[CH:10][CH:9]=2)[OH:7])[CH2:5][CH2:4][CH2:3]1. The yield is 0.830. (7) The reactants are [N+:1]([C:4]1[CH:11]=[CH:10][CH:9]=[C:8]([O:12][CH2:13][CH2:14][N:15]2[CH2:19][CH2:18][CH2:17][C:16]2=[O:20])[C:5]=1[C:6]#[N:7])([O-])=O. The catalyst is C(O)C(F)(F)F.FC(F)(F)C(O)C(F)(F)F. The product is [NH2:1][C:4]1[CH:11]=[CH:10][CH:9]=[C:8]([O:12][CH2:13][CH2:14][N:15]2[CH2:19][CH2:18][CH2:17][C:16]2=[O:20])[C:5]=1[C:6]#[N:7]. The yield is 1.00. (8) The reactants are C(=O)(OCC)[O:2][C:3]1[CH:8]=[C:7]([N+:9]([O-:11])=[O:10])[C:6]([CH3:12])=[CH:5][C:4]=1[CH:13]1[CH:20]2[CH2:21][CH:16]3[CH2:17][CH:18]([CH2:22][CH:14]1[CH2:15]3)[CH2:19]2.N1CCCCC1. The catalyst is C(Cl)Cl. The product is [CH:14]12[CH2:15][CH:16]3[CH2:17][CH:18]([CH2:19][CH:20]([CH2:21]3)[CH:13]1[C:4]1[CH:5]=[C:6]([CH3:12])[C:7]([N+:9]([O-:11])=[O:10])=[CH:8][C:3]=1[OH:2])[CH2:22]2. The yield is 0.770. (9) The reactants are [CH3:1][O:2][C:3]1[CH:12]=[CH:11][CH:10]=[C:9]2[C:4]=1[CH2:5][CH2:6][C:7](=O)[CH2:8]2.C(O)(=O)C.[CH2:18]([NH2:21])[CH2:19][CH3:20].[BH3-]C#N.[Na+]. No catalyst specified. The product is [CH3:1][O:2][C:3]1[CH:12]=[CH:11][CH:10]=[C:9]2[C:4]=1[CH2:5][CH2:6][CH:7]([NH:21][CH2:18][CH2:19][CH3:20])[CH2:8]2. The yield is 0.620.